Dataset: Experimentally validated miRNA-target interactions with 360,000+ pairs, plus equal number of negative samples. Task: Binary Classification. Given a miRNA mature sequence and a target amino acid sequence, predict their likelihood of interaction. (1) The miRNA is hsa-miR-151a-5p with sequence UCGAGGAGCUCACAGUCUAGU. The protein sequence of the target gene is MIEESGNKRKTMAEKRQLFIEMRAQNFDVIRLSTYRTACKLRFVQKRCNLHLVDIWNMIEAFRDNGLNTLDHTTEISVSRLETVISSIYYQLNKRLPSTHQISVEQSISLLLNFMIAAYDSEGRGKLTVFSVKAMLATMCGGKMLDKLRYVFSQMSDSNGLMIFSKFDQFLKEVLKLPTAVFEGPSFGYTEHSVRTCFPQQRKIMLNMFLDTMMADPPPQCLVWLPLMHRLAHVENVFHPVECSYCRCESMMGFRYRCQQCHNYQLCQNCFWRGHAGGPHSNQHQMKEHSSWKSPAKKLS.... Result: 0 (no interaction). (2) The miRNA is hsa-miR-522-3p with sequence AAAAUGGUUCCCUUUAGAGUGU. The protein sequence of the target gene is MEQCACVERELDKVLQKFLTYGQHCERSLEELLHYVGQLRAELASAALQGTPLSATLSLVMSQCCRKIKDTVQKLASDHKDIHSSVSRVGKAIDRNFDSEICGVVSDAVWDAREQQQQILQMAIVEHLYQQGMLSVAEELCQESTLNVDLDFKQPFLELNRILEALHEQDLGPALEWAVSHRQRLLELNSSLEFKLHRLHFIRLLAGGPAKQLEALSYARHFQPFARLHQREIQVMMGSLVYLRLGLEKSPYCHLLDSSHWAEICETFTRDACSLLGLSVESPLSVSFASGCVALPVLMN.... Result: 0 (no interaction). (3) The miRNA is hsa-miR-758-3p with sequence UUUGUGACCUGGUCCACUAACC. The protein sequence of the target gene is MSSFQGQMAEYPTISIDRFDRENLKARAYFLSHCHKDHMKGLRAPSLKRRLECSLKVFLYCSPVTKELLLTSPKYRFWENRIITIEIETPTQISLVDEASGEKEEVVVTLLPAGHCPGSVMFLFQGSNGTVLYTGDFRLAKGEASRMELLHSGGRVKDIQSVYLDTTFCDPRFYQIPSREQCLRGILELVRSWVTRSPHHVVWLNCKAAYGYEYLFTNLSEELGVQVHVDKLDMFKNMPDILHHLTTDRNTQIHACRHPKAEECFQWNKLPCGITSQNKTALHTISIKPSTMWFGERTRK.... Result: 0 (no interaction). (4) The miRNA is hsa-miR-4800-5p with sequence AGUGGACCGAGGAAGGAAGGA. The protein sequence of the target gene is MGPQHLRLVQLFCLLGAISTLPRAGALLCYEATASRFRAVAFHNWKWLLMRNMVCKLQEGCEETLVFIETGTARGVVGFKGCSSSSSYPAQISYLVSPPGVSIASYSRVCRSYLCNNLTNLEPFVKLKASTPKSITSASCSCPTCVGEHMKDCLPNFVTTNSCPLAASTCYSSTLKFQAGFLNTTFLLMGCAREHNQLLADFHHIGSIKVTEVLNILEKSQIVGAASSRQDPAWGVVLGLLFAFRD. Result: 0 (no interaction). (5) The miRNA is hsa-miR-4733-3p with sequence CCACCAGGUCUAGCAUUGGGAU. The protein sequence of the target gene is MELEVRRVRQAFLSGRSRPLRFRLQQLEALRRMVQEREKDILTAIAADLCKSEFNVYSQEVITVLGEIDFMLENLPEWVTAKPVKKNVLTMLDEAYIQPQPLGVVLIIGAWNYPFVLTIQPLIGAIAAGNAVIIKPSELSENTAKILAKLLPQYLDQDLYIVINGGVEETTELLKQRFDHIFYTGNTAVGKIVMEAAAKHLTPVTLELGGKSPCYIDKDCDLDIVCRRITWGKYMNCGQTCIAPDYILCEASLQNQIVWKIKETVKEFYGENIKESPDYERIINLRHFKRILSLLEGQKI.... Result: 0 (no interaction). (6) The miRNA is mmu-miR-6998-3p with sequence AGAGCUGCUCUGUGCCCACACA. The protein sequence of the target gene is MCGRTSCHLPRDVLTRACAYQDRRGQQRLPEWRDPDKYCPSYNKSPQSNSPVLLSRLHFEKDADSSERIIAPMRWGLVPSWFKESDPSKLQFNTTNCRSDTVMEKRSFKVPLGKGRRCVVLADGFYEWQRCQGTNQRQPYFIYFPQIKTEKSGSIGAADSPENWEKVWDNWRLLTMAGIFDCWEPPEGGDVLYSYTIITVDSCKGLSDIHHRMPAILDGEEAVSKWLDFGEVSTQEALKLIHPTENITFHAVSSVVNNSRNNTPECLAPVDLVVKKELRASGSSQRMLQWLATKSPKKED.... Result: 0 (no interaction).